This data is from Full USPTO retrosynthesis dataset with 1.9M reactions from patents (1976-2016). The task is: Predict the reactants needed to synthesize the given product. (1) Given the product [Cl:1][C:2]1[N:10]=[C:9]2[C:5]([N:6]=[CH:7][N:8]2[CH:12]([CH3:16])[CH3:13])=[C:4]([Cl:11])[N:3]=1, predict the reactants needed to synthesize it. The reactants are: [Cl:1][C:2]1[N:10]=[C:9]2[C:5]([NH:6][CH:7]=[N:8]2)=[C:4]([Cl:11])[N:3]=1.[CH:12]1(O)[CH2:16]CC[CH2:13]1. (2) Given the product [ClH:3].[ClH:30].[Cl:3][C:4]1[CH:5]=[C:6]([N:10]2[CH2:15][CH2:14][N:13]([CH:17]([C:18]([C:20]3[CH:29]=[CH:28][C:27]4[C:22](=[CH:23][CH:24]=[C:25]([O:31][CH3:32])[C:26]=4[Cl:30])[CH:21]=3)=[O:19])[CH3:33])[CH2:12][CH2:11]2)[CH:7]=[CH:8][CH:9]=1, predict the reactants needed to synthesize it. The reactants are: Cl.Cl.[Cl:3][C:4]1[CH:5]=[C:6]([N:10]2[CH2:15][CH2:14][NH:13][CH2:12][CH2:11]2)[CH:7]=[CH:8][CH:9]=1.Br[CH:17]([CH3:33])[C:18]([C:20]1[CH:29]=[CH:28][C:27]2[C:22](=[CH:23][CH:24]=[C:25]([O:31][CH3:32])[C:26]=2[Cl:30])[CH:21]=1)=[O:19].C([O-])([O-])=O.[K+].[K+]. (3) Given the product [CH2:32]([O:31][CH2:30][C:27]1([CH2:26][N:12]2[CH:13]=[C:9]([B:4]3[O:5][C:6]([CH3:7])([CH3:8])[C:2]([CH3:14])([CH3:1])[O:3]3)[CH:10]=[N:11]2)[CH2:29][CH2:28]1)[C:33]1[CH:38]=[CH:37][CH:36]=[CH:35][CH:34]=1, predict the reactants needed to synthesize it. The reactants are: [CH3:1][C:2]1([CH3:14])[C:6]([CH3:8])([CH3:7])[O:5][B:4]([C:9]2[CH:10]=[N:11][NH:12][CH:13]=2)[O:3]1.C(=O)([O-])[O-].[Cs+].[Cs+].CS(O[CH2:26][C:27]1([CH2:30][O:31][CH2:32][C:33]2[CH:38]=[CH:37][CH:36]=[CH:35][CH:34]=2)[CH2:29][CH2:28]1)(=O)=O.O. (4) Given the product [CH2:7]([C:6]1[CH:5]=[CH:4][S:3][C:2]=1[C:16]1[S:25][C:19]2[S:20][C:21]([C:2]3[S:3][CH:4]=[CH:5][C:6]=3[CH2:7][CH2:8][CH2:9][CH2:10][CH2:11][CH2:12][CH2:13][CH3:14])=[C:22]([CH3:23])[C:18]=2[C:17]=1[CH3:26])[CH2:8][CH2:9][CH2:10][CH2:11][CH2:12][CH2:13][CH3:14], predict the reactants needed to synthesize it. The reactants are: Br[C:2]1[S:3][CH:4]=[CH:5][C:6]=1[CH2:7][CH2:8][CH2:9][CH2:10][CH2:11][CH2:12][CH2:13][CH3:14].Br[C:16]1[S:25][C:19]2[S:20][C:21](Br)=[C:22]([CH3:23])[C:18]=2[C:17]=1[CH3:26]. (5) Given the product [OH:2][C:3]1[CH:12]=[CH:11][C:10]2[N:9]=[C:8]([C:13]3[CH:18]=[CH:17][CH:16]=[CH:15][CH:14]=3)[CH:7]=[N:6][C:5]=2[C:4]=1[C:19]([OH:21])=[O:20], predict the reactants needed to synthesize it. The reactants are: C[O:2][C:3]1[CH:12]=[CH:11][C:10]2[N:9]=[C:8]([C:13]3[CH:18]=[CH:17][CH:16]=[CH:15][CH:14]=3)[CH:7]=[N:6][C:5]=2[C:4]=1[C:19]([O:21]C)=[O:20].B(Br)(Br)Br.